This data is from Forward reaction prediction with 1.9M reactions from USPTO patents (1976-2016). The task is: Predict the product of the given reaction. (1) Given the reactants CC1C=C(C)C=C(C)C=1S([O-])(=O)=O.[NH2:14][N+:15]1[CH:20]=[CH:19][N:18]=[CH:17][CH:16]=1.C(=O)([O-])[O-].[K+].[K+].[C:27]([C:29]1[N:37]=[C:36]2[C:32]([N:33]([CH2:45][O:46][CH2:47][CH2:48][Si:49]([CH3:52])([CH3:51])[CH3:50])[C:34](=[O:44])[N:35]2[CH:38]2[CH2:43][CH2:42][O:41][CH2:40][CH2:39]2)=[CH:31][N:30]=1)#[CH:28], predict the reaction product. The product is: [N:14]1[N:15]2[CH:20]=[CH:19][N:18]=[CH:17][C:16]2=[C:27]([C:29]2[N:37]=[C:36]3[C:32]([N:33]([CH2:45][O:46][CH2:47][CH2:48][Si:49]([CH3:51])([CH3:50])[CH3:52])[C:34](=[O:44])[N:35]3[CH:38]3[CH2:39][CH2:40][O:41][CH2:42][CH2:43]3)=[CH:31][N:30]=2)[CH:28]=1. (2) Given the reactants [H-].[Na+].[CH2:3]([O:5][C:6]([C:8]1[N:9]([CH2:17][CH2:18][O:19][CH2:20][CH2:21][OH:22])[C:10]2[C:15]([CH:16]=1)=[CH:14][CH:13]=[CH:12][CH:11]=2)=[O:7])[CH3:4].[CH3:23]I.O, predict the reaction product. The product is: [CH2:3]([O:5][C:6]([C:8]1[N:9]([CH2:17][CH2:18][O:19][CH2:20][CH2:21][O:22][CH3:23])[C:10]2[C:15]([CH:16]=1)=[CH:14][CH:13]=[CH:12][CH:11]=2)=[O:7])[CH3:4]. (3) Given the reactants [O:1]1[C:6]2[CH:7]=[CH:8][C:9]([CH2:11][OH:12])=[CH:10][C:5]=2[O:4][CH2:3][CH2:2]1.[O:13]=[S:14]1(=[O:37])[C:18]2[CH:19]=[CH:20][CH:21]=[CH:22][C:17]=2[C:16]([NH:23][C@@H:24]([CH2:29][C:30]2[CH:35]=[CH:34][C:33](O)=[CH:32][CH:31]=2)[C:25]([O:27][CH3:28])=[O:26])=[N:15]1.C1(P(C2C=CC=CC=2)C2C=CC=CC=2)C=CC=CC=1.CC(OC(/N=N/C(OC(C)C)=O)=O)C, predict the reaction product. The product is: [O:13]=[S:14]1(=[O:37])[C:18]2[CH:19]=[CH:20][CH:21]=[CH:22][C:17]=2[C:16]([NH:23][C@@H:24]([CH2:29][C:30]2[CH:35]=[CH:34][C:33]([O:12][CH2:11][C:9]3[CH:8]=[CH:7][C:6]4[O:1][CH2:2][CH2:3][O:4][C:5]=4[CH:10]=3)=[CH:32][CH:31]=2)[C:25]([O:27][CH3:28])=[O:26])=[N:15]1. (4) Given the reactants [CH3:1][O:2][C:3]1[CH:4]=[C:5]([CH:9]=[CH:10][C:11]=1[CH2:12][C:13]1[C:21]2[C:16](=[CH:17][CH:18]=[C:19]([N+:22]([O-:24])=[O:23])[CH:20]=2)[NH:15][CH:14]=1)[C:6]([OH:8])=O.S([O:30][CH3:31])(OC)(=O)=O.[C:32](=O)([O-])[O-].[K+].[K+], predict the reaction product. The product is: [CH3:1][O:2][C:3]1[CH:4]=[C:5]([CH:9]=[CH:10][C:11]=1[CH2:12][C:13]1[C:21]2[C:16](=[CH:17][CH:18]=[C:19]([N+:22]([O-:24])=[O:23])[CH:20]=2)[N:15]([CH3:32])[CH:14]=1)[C:6]([O:30][CH3:31])=[O:8]. (5) Given the reactants Br[C:2]1[C:11]([CH2:12][O:13][C:14]2[CH:19]=[C:18]([F:20])[CH:17]=[CH:16][C:15]=2[CH3:21])=[C:10]2[C:5]([NH:6][C:7]([CH3:25])([CH3:24])[C:8](=[O:23])[N:9]2[CH3:22])=[CH:4][CH:3]=1.[CH3:26][O:27][C:28]1[CH:33]=[C:32]([O:34][C:35]([F:38])([F:37])[F:36])[CH:31]=[CH:30][C:29]=1B(O)O.C(=O)([O-])[O-].C(OCC)(=O)C, predict the reaction product. The product is: [F:20][C:18]1[CH:17]=[CH:16][C:15]([CH3:21])=[C:14]([CH:19]=1)[O:13][CH2:12][C:11]1[C:2]([C:29]2[CH:30]=[CH:31][C:32]([O:34][C:35]([F:37])([F:38])[F:36])=[CH:33][C:28]=2[O:27][CH3:26])=[CH:3][CH:4]=[C:5]2[C:10]=1[N:9]([CH3:22])[C:8](=[O:23])[C:7]([CH3:25])([CH3:24])[NH:6]2.